Dataset: NCI-60 drug combinations with 297,098 pairs across 59 cell lines. Task: Regression. Given two drug SMILES strings and cell line genomic features, predict the synergy score measuring deviation from expected non-interaction effect. (1) Synergy scores: CSS=4.23, Synergy_ZIP=-0.489, Synergy_Bliss=1.66, Synergy_Loewe=0.384, Synergy_HSA=-0.234. Drug 1: CC1=CC=C(C=C1)C2=CC(=NN2C3=CC=C(C=C3)S(=O)(=O)N)C(F)(F)F. Drug 2: CC1CCC2CC(C(=CC=CC=CC(CC(C(=O)C(C(C(=CC(C(=O)CC(OC(=O)C3CCCCN3C(=O)C(=O)C1(O2)O)C(C)CC4CCC(C(C4)OC)OCCO)C)C)O)OC)C)C)C)OC. Cell line: LOX IMVI. (2) Drug 1: C1=CC(=CC=C1CCCC(=O)O)N(CCCl)CCCl. Drug 2: CC1=CC=C(C=C1)C2=CC(=NN2C3=CC=C(C=C3)S(=O)(=O)N)C(F)(F)F. Cell line: HOP-62. Synergy scores: CSS=27.7, Synergy_ZIP=1.34, Synergy_Bliss=-0.229, Synergy_Loewe=-3.36, Synergy_HSA=-0.726. (3) Drug 1: C1CCC(CC1)NC(=O)N(CCCl)N=O. Cell line: CAKI-1. Synergy scores: CSS=35.9, Synergy_ZIP=3.96, Synergy_Bliss=7.24, Synergy_Loewe=13.0, Synergy_HSA=11.5. Drug 2: CC1C(C(CC(O1)OC2CC(OC(C2O)C)OC3=CC4=CC5=C(C(=O)C(C(C5)C(C(=O)C(C(C)O)O)OC)OC6CC(C(C(O6)C)O)OC7CC(C(C(O7)C)O)OC8CC(C(C(O8)C)O)(C)O)C(=C4C(=C3C)O)O)O)O. (4) Drug 1: C1CCN(CC1)CCOC2=CC=C(C=C2)C(=O)C3=C(SC4=C3C=CC(=C4)O)C5=CC=C(C=C5)O. Drug 2: CCC(=C(C1=CC=CC=C1)C2=CC=C(C=C2)OCCN(C)C)C3=CC=CC=C3.C(C(=O)O)C(CC(=O)O)(C(=O)O)O. Cell line: 786-0. Synergy scores: CSS=2.56, Synergy_ZIP=-0.898, Synergy_Bliss=1.10, Synergy_Loewe=0.0738, Synergy_HSA=0.188. (5) Drug 1: CC1=C2C(C(=O)C3(C(CC4C(C3C(C(C2(C)C)(CC1OC(=O)C(C(C5=CC=CC=C5)NC(=O)C6=CC=CC=C6)O)O)OC(=O)C7=CC=CC=C7)(CO4)OC(=O)C)O)C)OC(=O)C. Drug 2: CC1CCCC2(C(O2)CC(NC(=O)CC(C(C(=O)C(C1O)C)(C)C)O)C(=CC3=CSC(=N3)C)C)C. Cell line: MDA-MB-435. Synergy scores: CSS=80.2, Synergy_ZIP=-2.03, Synergy_Bliss=-2.78, Synergy_Loewe=-2.84, Synergy_HSA=0.195. (6) Drug 1: CC1C(C(=O)NC(C(=O)N2CCCC2C(=O)N(CC(=O)N(C(C(=O)O1)C(C)C)C)C)C(C)C)NC(=O)C3=C4C(=C(C=C3)C)OC5=C(C(=O)C(=C(C5=N4)C(=O)NC6C(OC(=O)C(N(C(=O)CN(C(=O)C7CCCN7C(=O)C(NC6=O)C(C)C)C)C)C(C)C)C)N)C. Drug 2: C1=NNC2=C1C(=O)NC=N2. Cell line: SF-295. Synergy scores: CSS=11.1, Synergy_ZIP=4.27, Synergy_Bliss=1.13, Synergy_Loewe=-23.7, Synergy_HSA=0.356.